This data is from Full USPTO retrosynthesis dataset with 1.9M reactions from patents (1976-2016). The task is: Predict the reactants needed to synthesize the given product. The reactants are: C(OC([N:8]1[CH2:13][CH2:12][C:11](=[CH:14]/[CH:15]=[CH:16]/[C:17]2[CH:22]=[CH:21][CH:20]=[CH:19][CH:18]=2)[CH2:10][CH2:9]1)=O)(C)(C)C.FC(F)(F)C(O)=O.O.[OH-].[Na+]. Given the product [C:17]1(/[CH:16]=[CH:15]/[CH:14]=[C:11]2[CH2:10][CH2:9][NH:8][CH2:13][CH2:12]2)[CH:22]=[CH:21][CH:20]=[CH:19][CH:18]=1, predict the reactants needed to synthesize it.